The task is: Predict the reactants needed to synthesize the given product.. This data is from Full USPTO retrosynthesis dataset with 1.9M reactions from patents (1976-2016). (1) Given the product [Cl:1][C:2]1[N:7]=[C:6]([C:8](=[O:10])[CH3:9])[C:5]2[C:11]([O:33][CH3:34])=[N:12][N:13]([C:14]([C:21]3[CH:26]=[CH:25][CH:24]=[CH:23][CH:22]=3)([C:15]3[CH:16]=[CH:17][CH:18]=[CH:19][CH:20]=3)[C:27]3[CH:32]=[CH:31][CH:30]=[CH:29][CH:28]=3)[C:4]=2[CH:3]=1, predict the reactants needed to synthesize it. The reactants are: [Cl:1][C:2]1[N:7]=[C:6]([CH:8]([OH:10])[CH3:9])[C:5]2[C:11]([O:33][CH3:34])=[N:12][N:13]([C:14]([C:27]3[CH:32]=[CH:31][CH:30]=[CH:29][CH:28]=3)([C:21]3[CH:26]=[CH:25][CH:24]=[CH:23][CH:22]=3)[C:15]3[CH:20]=[CH:19][CH:18]=[CH:17][CH:16]=3)[C:4]=2[CH:3]=1.CC(OI1(OC(C)=O)(OC(C)=O)OC(=O)C2C=CC=CC1=2)=O. (2) Given the product [C:19]([C:15]1[CH:14]=[C:13]([CH:18]=[CH:17][CH:16]=1)[CH2:12][CH:2]([NH:1][C:34]([C:23]1[CH:24]=[CH:25][CH:26]=[C:27]2[CH2:33][CH2:32][CH2:31][CH:30]=[CH:29][C:28]=12)=[O:35])[CH:3]([C:5]1[CH:10]=[CH:9][CH:8]=[C:7]([Cl:11])[CH:6]=1)[OH:4])([CH3:22])([CH3:21])[CH3:20], predict the reactants needed to synthesize it. The reactants are: [NH2:1][CH:2]([CH2:12][C:13]1[CH:18]=[CH:17][CH:16]=[C:15]([C:19]([CH3:22])([CH3:21])[CH3:20])[CH:14]=1)[CH:3]([C:5]1[CH:10]=[CH:9][CH:8]=[C:7]([Cl:11])[CH:6]=1)[OH:4].[C:23]1([C:34](O)=[O:35])[CH:24]=[CH:25][CH:26]=[C:27]2[CH2:33][CH2:32][CH2:31][CH:30]=[CH:29][C:28]=12.O.ON1C2C=CC=CC=2N=N1.Cl.C(N=C=NCCCN(C)C)C. (3) The reactants are: BrC1C=NN2C(NCC3C=CC=C(F)C=3)=C([C:20]([N:22]3[CH2:27][CH2:26][CH:25]([C:28]4[CH:33]=[CH:32][CH:31]=[CH:30][CH:29]=4)[CH2:24][CH2:23]3)=[O:21])C=NC=12.CC1C[C:37]2[C:42]([CH:43]=1)=[CH:41]C=CC=2.[H-].[Na+].C(=O)([O-])[OH:47].[Na+].[CH2:51]1[CH2:55]OC[CH2:52]1. Given the product [CH3:55][C:51]1[C:25]2([CH2:24][CH2:23][N:22]([C:20]([O:21][C:42]([CH3:41])([CH3:37])[CH3:43])=[O:47])[CH2:27][CH2:26]2)[C:28]2[C:29](=[CH:30][CH:31]=[CH:32][CH:33]=2)[CH:52]=1, predict the reactants needed to synthesize it. (4) Given the product [Cl:1][C:2]1[C:3]([CH3:31])=[C:4]([N:8]([S:21]([C:24]2[CH:25]=[CH:26][C:27]([CH3:30])=[CH:28][CH:29]=2)(=[O:22])=[O:23])[CH2:9][C:10]([NH:12][CH2:13][C:14]2[CH:19]=[CH:18][C:17]([O:20][CH2:39][C:40]([O:42][CH2:43][CH3:44])=[O:41])=[CH:16][CH:15]=2)=[O:11])[CH:5]=[CH:6][CH:7]=1, predict the reactants needed to synthesize it. The reactants are: [Cl:1][C:2]1[C:3]([CH3:31])=[C:4]([N:8]([S:21]([C:24]2[CH:29]=[CH:28][C:27]([CH3:30])=[CH:26][CH:25]=2)(=[O:23])=[O:22])[CH2:9][C:10]([NH:12][CH2:13][C:14]2[CH:19]=[CH:18][C:17]([OH:20])=[CH:16][CH:15]=2)=[O:11])[CH:5]=[CH:6][CH:7]=1.C(=O)([O-])[O-].[K+].[K+].Br[CH2:39][C:40]([O:42][CH2:43][CH3:44])=[O:41].O. (5) Given the product [C:23]([S:22][C:21]1[C:20]2[C:15](=[CH:16][CH:17]=[C:18]([O:27][CH3:28])[CH:19]=2)[N:14]([CH3:29])[C:13]=1[CH:5]([CH2:6][C:7]1[CH:8]=[CH:9][CH:10]=[CH:11][CH:12]=1)[CH2:4][OH:3])([CH3:26])([CH3:24])[CH3:25], predict the reactants needed to synthesize it. The reactants are: C([O:3][C:4](=O)[CH:5]([C:13]1[N:14]([CH3:29])[C:15]2[C:20]([C:21]=1[S:22][C:23]([CH3:26])([CH3:25])[CH3:24])=[CH:19][C:18]([O:27][CH3:28])=[CH:17][CH:16]=2)[CH2:6][C:7]1[CH:12]=[CH:11][CH:10]=[CH:9][CH:8]=1)C.[H-].C([Al+]CC(C)C)C(C)C. (6) Given the product [CH2:1]([O:3][C:4](=[O:17])[C:5]1[CH:10]=[C:9]([C:18](=[O:21])[C:29]2[CH:28]=[CH:27][CH:26]=[C:25]([F:24])[CH:30]=2)[C:8]([F:12])=[CH:7][C:6]=1[NH:13][C:14](=[O:16])[CH3:15])[CH3:2], predict the reactants needed to synthesize it. The reactants are: [CH2:1]([O:3][C:4](=[O:17])[C:5]1[CH:10]=[C:9](I)[C:8]([F:12])=[CH:7][C:6]=1[NH:13][C:14](=[O:16])[CH3:15])[CH3:2].[C:18](=[O:21])([O-])[O-].[K+].[K+].[F:24][C:25]1[CH:26]=[C:27](B(O)O)[CH:28]=[CH:29][CH:30]=1.[C]=O. (7) Given the product [F:23][C:18]([F:24])([C:19]([F:22])([F:21])[F:20])[C:17](=[O:25])[CH2:16][S:13][C:12](=[NH:14])[CH2:11][C:4]1[CH:5]=[CH:6][C:7]([N+:8]([O-:10])=[O:9])=[C:2]([CH3:1])[CH:3]=1, predict the reactants needed to synthesize it. The reactants are: [CH3:1][C:2]1[CH:3]=[C:4]([CH2:11][C:12]([NH2:14])=[S:13])[CH:5]=[CH:6][C:7]=1[N+:8]([O-:10])=[O:9].Br[CH2:16][C:17](=[O:25])[C:18]([F:24])([F:23])[C:19]([F:22])([F:21])[F:20].C(=O)([O-])[O-].[K+].[K+].